This data is from Full USPTO retrosynthesis dataset with 1.9M reactions from patents (1976-2016). The task is: Predict the reactants needed to synthesize the given product. (1) Given the product [NH:3]1[CH2:4][CH2:5][C:6](=[C:9]2[C:18]3[CH:19]=[CH:20][CH:21]=[CH:22][C:17]=3[CH:16]=[CH:15][C:14]3[S:13][C:12]([CH2:23][CH2:24][C:25]([OH:27])=[O:26])=[CH:11][C:10]2=3)[CH2:7][CH2:8]1, predict the reactants needed to synthesize it. The reactants are: [OH-].[Na+].[NH:3]1[CH2:8][CH2:7][C:6](=[C:9]2[C:18]3[CH:19]=[CH:20][CH:21]=[CH:22][C:17]=3[CH:16]=[CH:15][C:14]3[S:13][C:12]([CH2:23][CH2:24][C:25]([O:27]CC)=[O:26])=[CH:11][C:10]2=3)[CH2:5][CH2:4]1. (2) Given the product [CH2:8]([NH:10][C:11]([N:18]1[C:14]([CH3:13])=[CH:15][C:16]([O:19][C:20]2[CH:25]=[CH:24][C:23]([N+:26]([O-:28])=[O:27])=[C:22]([CH3:29])[CH:21]=2)=[N:17]1)=[O:12])[CH3:9], predict the reactants needed to synthesize it. The reactants are: C(N(CC)CC)C.[CH2:8]([N:10]=[C:11]=[O:12])[CH3:9].[CH3:13][C:14]1[NH:18][N:17]=[C:16]([O:19][C:20]2[CH:25]=[CH:24][C:23]([N+:26]([O-:28])=[O:27])=[C:22]([CH3:29])[CH:21]=2)[CH:15]=1.Cl. (3) Given the product [CH3:33][CH:32]([CH3:34])[C:31]([NH:1][CH2:2][CH2:3][CH2:4][CH2:5][C:6]#[C:7][C:8]1[CH:9]=[CH:10][C:11]([CH:14]([CH3:23])[CH2:15][NH:16][S:17]([CH:20]([CH3:22])[CH3:21])(=[O:19])=[O:18])=[CH:12][CH:13]=1)=[O:35], predict the reactants needed to synthesize it. The reactants are: [NH2:1][CH2:2][CH2:3][CH2:4][CH2:5][C:6]#[C:7][C:8]1[CH:13]=[CH:12][C:11]([CH:14]([CH3:23])[CH2:15][NH:16][S:17]([CH:20]([CH3:22])[CH3:21])(=[O:19])=[O:18])=[CH:10][CH:9]=1.CCN(CC)CC.[C:31](Cl)(=[O:35])[CH:32]([CH3:34])[CH3:33]. (4) Given the product [NH:19]([C:7]([C@@H:3]1[CH2:4][CH2:5][CH2:6][N:1]([C:12]([O:14][C:15]([CH3:18])([CH3:17])[CH3:16])=[O:13])[CH2:2]1)=[O:8])[NH2:20], predict the reactants needed to synthesize it. The reactants are: [N:1]1([C:12]([O:14][C:15]([CH3:18])([CH3:17])[CH3:16])=[O:13])[CH2:6][CH2:5][CH2:4][C@@H:3]([C:7](OCC)=[O:8])[CH2:2]1.[NH2:19][NH2:20].